From a dataset of Rat liver microsome stability data. Regression/Classification. Given a drug SMILES string, predict its absorption, distribution, metabolism, or excretion properties. Task type varies by dataset: regression for continuous measurements (e.g., permeability, clearance, half-life) or binary classification for categorical outcomes (e.g., BBB penetration, CYP inhibition). Dataset: rlm. (1) The drug is CNC[C@@H](O)CCN1c2ccccc2N(c2ccccc2F)S1(=O)=O. The result is 1 (stable in rat liver microsomes). (2) The compound is O=C(NC1(C(F)(F)F)CCC1)c1nn(-c2c[n+]([O-])ccn2)c2c1C[C@@H]1C[C@H]21. The result is 0 (unstable in rat liver microsomes). (3) The compound is Cn1c(-c2ccncc2)c(C2CCCC2)c2ccc(C(=O)NC3(C(=O)Nc4ccc(C=CC(=O)O)cc4)CCC3)cc21. The result is 0 (unstable in rat liver microsomes). (4) The compound is COc1ccc(NC(C)=O)cc1S(=O)(=O)Nc1ccc(Br)cc1. The result is 0 (unstable in rat liver microsomes). (5) The molecule is C=C(C)[C@@H]1CC[C@]2(NCCNC3CCS(=O)(=O)C3)CC[C@]3(C)[C@H](CC[C@@H]4[C@@]5(C)CC=C(c6ccc(C(=O)O)cc6)C(C)(C)[C@@H]5CC[C@]43C)[C@@H]12. The result is 0 (unstable in rat liver microsomes). (6) The compound is Cc1cccc(C)c1NC(=O)c1nc(SC(C)C)ncc1Cl. The result is 1 (stable in rat liver microsomes). (7) The molecule is Cc1ccc(C(=O)Nc2ccc(CN3CCN(C)CC3)c(C(F)(F)F)c2)cc1C#Cc1cnc2cccnn12. The result is 0 (unstable in rat liver microsomes).